Dataset: Reaction yield outcomes from USPTO patents with 853,638 reactions. Task: Predict the reaction yield, written as a fraction of the theoretical maximum amount of product (1.0 means a 100% yield; for example, 0.34 means a 34% yield). (1) The reactants are [N:1]1([C@@H:10]2[O:14][C@H:13]([CH2:15][O:16][Si:17]([CH:24]([CH3:26])[CH3:25])([CH:21]([CH3:23])[CH3:22])[CH:18]([CH3:20])[CH3:19])[C@@H:12]([OH:27])[CH2:11]2)[C:9]2[CH:8]=[CH:7][N:6]=[CH:5][C:4]=2[CH:3]=[CH:2]1.[C:28](OC(=O)C)(=[O:30])[CH3:29]. The catalyst is CN(C1C=CN=CC=1)C.N1C=CC=CC=1. The product is [C:28]([O:27][C@H:12]1[CH2:11][C@H:10]([N:1]2[C:9]3[CH:8]=[CH:7][N:6]=[CH:5][C:4]=3[CH:3]=[CH:2]2)[O:14][C@@H:13]1[CH2:15][O:16][Si:17]([CH:21]([CH3:23])[CH3:22])([CH:24]([CH3:26])[CH3:25])[CH:18]([CH3:20])[CH3:19])(=[O:30])[CH3:29]. The yield is 0.950. (2) The reactants are [C:1]([O:5][C:6]([N:8]1[C:16]2[CH:15]=[CH:14][C:13]([Cl:17])=[CH:12][C:11]=2[C:10]2[CH2:18][CH:19]([C:21]([S:25]([C:28]3[CH:33]=[CH:32][CH:31]=[CH:30][CH:29]=3)(=[O:27])=[O:26])([CH3:24])[CH2:22][OH:23])[CH2:20][C:9]1=2)=[O:7])([CH3:4])([CH3:3])[CH3:2].[H-].[Na+].[CH3:36]I. The catalyst is C1COCC1. The product is [C:1]([O:5][C:6]([N:8]1[C:16]2[CH:15]=[CH:14][C:13]([Cl:17])=[CH:12][C:11]=2[C:10]2[CH2:18][CH:19]([C:21]([S:25]([C:28]3[CH:29]=[CH:30][CH:31]=[CH:32][CH:33]=3)(=[O:26])=[O:27])([CH3:24])[CH2:22][O:23][CH3:36])[CH2:20][C:9]1=2)=[O:7])([CH3:2])([CH3:3])[CH3:4]. The yield is 1.00. (3) The reactants are [CH2:1]([S:3]([C:6]1[CH:7]=[C:8]([C:12]2[CH:17]=[C:16]([N+:18]([O-])=O)[C:15]([CH3:21])=[C:14]([C:22]([O:24][CH3:25])=[O:23])[CH:13]=2)[CH:9]=[CH:10][CH:11]=1)(=[O:5])=[O:4])[CH3:2].[Cl-].[Ca+2].[Cl-]. The catalyst is [Zn].O.C(O)C. The product is [NH2:18][C:16]1[C:15]([CH3:21])=[C:14]([C:22]([O:24][CH3:25])=[O:23])[CH:13]=[C:12]([C:8]2[CH:9]=[CH:10][CH:11]=[C:6]([S:3]([CH2:1][CH3:2])(=[O:5])=[O:4])[CH:7]=2)[CH:17]=1. The yield is 0.866.